From a dataset of Forward reaction prediction with 1.9M reactions from USPTO patents (1976-2016). Predict the product of the given reaction. (1) Given the reactants [H-].[Na+].[CH3:3][O:4][C:5]1[CH:13]=[C:12]2[C:8]([CH:9]=[CH:10][NH:11]2)=[C:7]([CH2:14][N:15]2[CH2:20][CH2:19][N:18](C([O:23][C:24]([CH3:27])(C)C)=O)[CH2:17][CH2:16]2)[CH:6]=1.[F:28][C:29]1[CH:34]=[CH:33][C:32]([S:35](Cl)(=[O:37])=[O:36])=[CH:31][CH:30]=1, predict the reaction product. The product is: [C:24]([OH:36])(=[O:23])[CH3:27].[F:28][C:29]1[CH:34]=[CH:33][C:32]([S:35]([N:11]2[C:12]3[C:8](=[C:7]([CH2:14][N:15]4[CH2:16][CH2:17][NH:18][CH2:19][CH2:20]4)[CH:6]=[C:5]([O:4][CH3:3])[CH:13]=3)[CH:9]=[CH:10]2)(=[O:37])=[O:36])=[CH:31][CH:30]=1. (2) Given the reactants Br[C:2]1[N:3]=[C:4]([C:23]2[O:24][C:25]([C:28]3[CH:33]=[CH:32][CH:31]=[CH:30][CH:29]=3)=[N:26][N:27]=2)[C:5]([N:8]([C:16]([O:18][C:19]([CH3:22])([CH3:21])[CH3:20])=[O:17])[C:9](=[O:15])[O:10][C:11]([CH3:14])([CH3:13])[CH3:12])=[N:6][CH:7]=1.N1C=CC=[CH:36][CH:35]=1.C(B1OB(C=C)OB(C=C)O1)=C.C([O-])([O-])=O.[K+].[K+], predict the reaction product. The product is: [C:11]([O:10][C:9]([N:8]([C:5]1[C:4]([C:23]2[O:24][C:25]([C:28]3[CH:33]=[CH:32][CH:31]=[CH:30][CH:29]=3)=[N:26][N:27]=2)=[N:3][C:2]([CH:35]=[CH2:36])=[CH:7][N:6]=1)[C:16](=[O:17])[O:18][C:19]([CH3:22])([CH3:21])[CH3:20])=[O:15])([CH3:14])([CH3:13])[CH3:12]. (3) Given the reactants [F:1][C:2]([F:7])([F:6])[C:3]([OH:5])=[O:4].FC(F)(F)C(O)=O.[Cl:15][C:16]1[CH:17]=[N:18][C:19]2[NH:20][C:21]3[CH:22]=[CH:23][CH:24]=[C:25]([CH:47]=3)[CH2:26][CH2:27][C:28]3[CH:36]=[C:32]([NH:33][C:34]=1[N:35]=2)[CH:31]=[CH:30][C:29]=3[NH:37][C:38](=[O:46])[CH2:39][C@H:40]1[CH2:45][CH2:44][CH2:43][NH:42][CH2:41]1.[C:48]1([N:54]=[C:55]=[O:56])[CH:53]=[CH:52][CH:51]=[CH:50][CH:49]=1, predict the reaction product. The product is: [F:1][C:2]([F:7])([F:6])[C:3]([OH:5])=[O:4].[Cl:15][C:16]1[CH:17]=[N:18][C:19]2[NH:20][C:21]3[CH:22]=[CH:23][CH:24]=[C:25]([CH:47]=3)[CH2:26][CH2:27][C:28]3[CH:36]=[C:32]([NH:33][C:34]=1[N:35]=2)[CH:31]=[CH:30][C:29]=3[NH:37][C:38](=[O:46])[CH2:39][C@H:40]1[CH2:45][CH2:44][CH2:43][N:42]([C:55]([NH:54][C:48]2[CH:53]=[CH:52][CH:51]=[CH:50][CH:49]=2)=[O:56])[CH2:41]1.